Dataset: Full USPTO retrosynthesis dataset with 1.9M reactions from patents (1976-2016). Task: Predict the reactants needed to synthesize the given product. (1) The reactants are: Cl[CH2:2][CH2:3][O:4][C:5]1[CH:10]=[CH:9][CH:8]=[CH:7][C:6]=1[C:11]1([NH:14][C:15]2[C:16](=[O:34])[N:17]([C:21]3[CH:22]=[C:23]([CH:30]=[CH:31][C:32]=3[CH3:33])[C:24]([NH:26][CH:27]3[CH2:29][CH2:28]3)=[O:25])[CH:18]=[CH:19][N:20]=2)[CH2:13][CH2:12]1.[CH2:35]([NH2:37])[CH3:36]. Given the product [CH:27]1([NH:26][C:24](=[O:25])[C:23]2[CH:30]=[CH:31][C:32]([CH3:33])=[C:21]([N:17]3[CH:18]=[CH:19][N:20]=[C:15]([NH:14][C:11]4([C:6]5[CH:7]=[CH:8][CH:9]=[CH:10][C:5]=5[O:4][CH2:3][CH2:2][NH:37][CH2:35][CH3:36])[CH2:13][CH2:12]4)[C:16]3=[O:34])[CH:22]=2)[CH2:29][CH2:28]1, predict the reactants needed to synthesize it. (2) Given the product [CH:20]1[C:21]2[C:16](=[C:15]([C:12]3[CH:13]=[CH:14][C:9]([OH:8])=[CH:10][CH:11]=3)[CH:24]=[CH:23][CH:22]=2)[CH:17]=[CH:18][N:19]=1, predict the reactants needed to synthesize it. The reactants are: C([O:8][C:9]1[CH:14]=[CH:13][C:12]([C:15]2[CH:24]=[CH:23][CH:22]=[C:21]3[C:16]=2[CH:17]=[CH:18][N:19]=[CH:20]3)=[CH:11][CH:10]=1)C1C=CC=CC=1.